From a dataset of Full USPTO retrosynthesis dataset with 1.9M reactions from patents (1976-2016). Predict the reactants needed to synthesize the given product. (1) The reactants are: [O:1]=[C:2]1[CH2:11][C:10]2[CH:9]=[C:8]([NH:12]C(=O)OC(C)(C)C)[CH:7]=[CH:6][C:5]=2[CH2:4][CH2:3]1.[BH4-].[Na+].O. Given the product [NH2:12][C:8]1[CH:9]=[C:10]2[C:5]([CH2:4][CH2:3][CH:2]([OH:1])[CH2:11]2)=[CH:6][CH:7]=1, predict the reactants needed to synthesize it. (2) Given the product [CH3:38][O:37][C:34]1[CH:33]=[CH:32][C:31]([CH2:30][N:8]([CH2:7][C:6]2[CH:5]=[CH:4][C:3]([O:2][CH3:1])=[CH:40][CH:39]=2)[C:9]2[N:10]=[CH:11][C:12]([C:15]3[C:16]4[CH2:29][CH2:28][N:27]([C:42]5[CH:47]=[CH:46][C:45]([CH2:48][CH2:49][S:50]([N:53]6[CH2:54][CH2:55][N:56]([CH3:59])[CH2:57][CH2:58]6)(=[O:52])=[O:51])=[CH:44][CH:43]=5)[C:17]=4[N:18]=[C:19]([N:21]4[CH2:26][CH2:25][O:24][CH2:23][CH2:22]4)[N:20]=3)=[CH:13][N:14]=2)=[CH:36][CH:35]=1, predict the reactants needed to synthesize it. The reactants are: [CH3:1][O:2][C:3]1[CH:40]=[CH:39][C:6]([CH2:7][N:8]([CH2:30][C:31]2[CH:36]=[CH:35][C:34]([O:37][CH3:38])=[CH:33][CH:32]=2)[C:9]2[N:14]=[CH:13][C:12]([C:15]3[C:16]4[CH2:29][CH2:28][NH:27][C:17]=4[N:18]=[C:19]([N:21]4[CH2:26][CH2:25][O:24][CH2:23][CH2:22]4)[N:20]=3)=[CH:11][N:10]=2)=[CH:5][CH:4]=1.Br[C:42]1[CH:47]=[CH:46][C:45]([CH2:48][CH2:49][S:50]([N:53]2[CH2:58][CH2:57][N:56]([CH3:59])[CH2:55][CH2:54]2)(=[O:52])=[O:51])=[CH:44][CH:43]=1.COC(=O)C1C=CC(Br)=CC=1. (3) Given the product [OH:1][CH2:2][CH2:3][O:4][C:5]1[CH:11]=[CH:10][C:8]([NH:9][C:16]2[O:17][CH2:18][C:19](=[O:26])[C:20]=2[C:21]([O:23][CH2:24][CH3:25])=[O:22])=[C:7]([CH3:12])[CH:6]=1, predict the reactants needed to synthesize it. The reactants are: [OH:1][CH2:2][CH2:3][O:4][C:5]1[CH:11]=[CH:10][C:8]([NH2:9])=[C:7]([CH3:12])[CH:6]=1.C(O[C:16]1[O:17][CH2:18][C:19](=[O:26])[C:20]=1[C:21]([O:23][CH2:24][CH3:25])=[O:22])C. (4) Given the product [CH2:9]([N:3]1[CH2:4][CH2:5][O:1][C:2]1=[O:6])[CH2:8][C:7]#[CH:12], predict the reactants needed to synthesize it. The reactants are: [O:1]1[CH2:5][CH2:4][NH:3][C:2]1=[O:6].[C:7]1(C)[CH:12]=CC=[CH:9][CH:8]=1. (5) Given the product [I:16][C:2]1[O:1][C:9]2[CH:8]=[CH:7][N:6]=[C:5]([NH2:10])[C:4]=2[CH:3]=1, predict the reactants needed to synthesize it. The reactants are: [O:1]1[C:9]2[CH:8]=[CH:7][N:6]=[C:5]([NH2:10])[C:4]=2[CH:3]=[CH:2]1.C([O-])(=O)C.[Na+].[I:16]I.[OH-].[Na+]. (6) Given the product [ClH:37].[OH:7][CH2:8][CH2:9][N:10]1[CH:14]=[C:13]([C:15]2[CH:20]=[CH:19][C:18]([N:21]3[C:25]4[N:26]=[C:27]([NH:30][C@H:31]5[CH2:35][CH2:34][C@H:33]([OH:36])[CH2:32]5)[N:28]=[CH:29][C:24]=4[N:23]=[N:22]3)=[CH:17][CH:16]=2)[CH:12]=[N:11]1, predict the reactants needed to synthesize it. The reactants are: O1CCCCC1[O:7][CH2:8][CH2:9][N:10]1[CH:14]=[C:13]([C:15]2[CH:20]=[CH:19][C:18]([N:21]3[C:25]4[N:26]=[C:27]([NH:30][C@H:31]5[CH2:35][CH2:34][C@H:33]([OH:36])[CH2:32]5)[N:28]=[CH:29][C:24]=4[N:23]=[N:22]3)=[CH:17][CH:16]=2)[CH:12]=[N:11]1.[ClH:37]. (7) Given the product [NH2:43][C@H:44]([C:54]([NH:1][C@H:2]([C:15]([NH:17][C@H:18]([C:23]([O:25][CH2:26][C:27]1[CH:28]=[CH:29][CH:30]=[CH:31][CH:32]=1)=[O:24])[CH2:19][CH:20]([CH3:22])[CH3:21])=[O:16])[CH2:3][C:4]1[CH:5]=[CH:6][C:7]([O:10][C:11]([CH3:13])([CH3:14])[CH3:12])=[CH:8][CH:9]=1)=[O:55])[CH2:45][CH2:46][C:47](=[O:53])[O:48][C:49]([CH3:51])([CH3:52])[CH3:50], predict the reactants needed to synthesize it. The reactants are: [NH2:1][C@H:2]([C:15]([NH:17][C@H:18]([C:23]([O:25][CH2:26][C:27]1[CH:32]=[CH:31][CH:30]=[CH:29][CH:28]=1)=[O:24])[CH2:19][CH:20]([CH3:22])[CH3:21])=[O:16])[CH2:3][C:4]1[CH:9]=[CH:8][C:7]([O:10][C:11]([CH3:14])([CH3:13])[CH3:12])=[CH:6][CH:5]=1.C1C=CC2N(O)N=NC=2C=1.[NH:43](C(OCC1C2C(=CC=CC=2)C2C1=CC=CC=2)=O)[C@H:44]([C:54](O)=[O:55])[CH2:45][CH2:46][C:47](=[O:53])[O:48][C:49]([CH3:52])([CH3:51])[CH3:50].CCN=C=NCCCN(C)C.Cl.C(O)(=O)C(CC(O)=O)S.C1CCN2C(=NCCC2)CC1.S(O)(C)(=O)=O. (8) Given the product [F:13][C:14]1[CH:15]=[CH:16][C:17]([N:20]2[CH2:25][CH2:24][C:23]3[NH:1][C:2]4[CH:11]=[CH:10][C:5]([C:6]([O:8][CH3:9])=[O:7])=[CH:4][C:3]=4[C:22]=3[CH2:21]2)=[CH:18][CH:19]=1, predict the reactants needed to synthesize it. The reactants are: [NH2:1][C:2]1[CH:11]=[CH:10][C:5]([C:6]([O:8][CH3:9])=[O:7])=[CH:4][C:3]=1I.[F:13][C:14]1[CH:19]=[CH:18][C:17]([N:20]2[CH2:25][CH2:24][C:23](=O)[CH2:22][CH2:21]2)=[CH:16][CH:15]=1.N12CCN(CC1)CC2.